This data is from Forward reaction prediction with 1.9M reactions from USPTO patents (1976-2016). The task is: Predict the product of the given reaction. (1) Given the reactants [H-].[Na+].[CH3:3][O:4][C:5]1[CH:52]=[CH:51][C:8]([CH2:9][N:10]([CH2:42][C:43]2[CH:48]=[CH:47][C:46]([O:49][CH3:50])=[CH:45][CH:44]=2)[C:11]2[N:16]=[C:15]([CH3:17])[N:14]=[C:13]([C:18]3[CH:19]=[C:20]([CH2:33][N:34]([CH2:39][CH2:40][OH:41])[C:35](=[O:38])[CH2:36]Cl)[CH:21]=[N:22][C:23]=3[NH:24][C:25]3[CH:26]=[N:27][C:28]([O:31][CH3:32])=[CH:29][CH:30]=3)[N:12]=2)=[CH:7][CH:6]=1.O, predict the reaction product. The product is: [CH3:3][O:4][C:5]1[CH:52]=[CH:51][C:8]([CH2:9][N:10]([CH2:42][C:43]2[CH:48]=[CH:47][C:46]([O:49][CH3:50])=[CH:45][CH:44]=2)[C:11]2[N:16]=[C:15]([CH3:17])[N:14]=[C:13]([C:18]3[CH:19]=[C:20]([CH2:33][N:34]4[CH2:39][CH2:40][O:41][CH2:36][C:35]4=[O:38])[CH:21]=[N:22][C:23]=3[NH:24][C:25]3[CH:26]=[N:27][C:28]([O:31][CH3:32])=[CH:29][CH:30]=3)[N:12]=2)=[CH:7][CH:6]=1. (2) Given the reactants [Br:1][CH2:2][C:3](Br)=[O:4].[CH3:6][NH:7][C:8]1[CH:13]=[CH:12][CH:11]=[CH:10][C:9]=1[C:14](=[O:16])[CH3:15].[OH-].[Na+], predict the reaction product. The product is: [C:14]([C:9]1[CH:10]=[CH:11][CH:12]=[CH:13][C:8]=1[N:7]([CH3:6])[C:3](=[O:4])[CH2:2][Br:1])(=[O:16])[CH3:15]. (3) Given the reactants Cl[CH2:2][C:3]1[N:4]=[C:5]([C:8]2[CH:13]=[CH:12][C:11]([O:14][CH3:15])=[CH:10][CH:9]=2)[O:6][CH:7]=1.[F:16][C:17]1[C:25]([OH:26])=[CH:24][CH:23]=[C:22]([F:27])[C:18]=1[C:19]([NH2:21])=[O:20].C(=O)([O-])[O-].[K+].[K+], predict the reaction product. The product is: [F:16][C:17]1[C:25]([O:26][CH2:2][C:3]2[N:4]=[C:5]([C:8]3[CH:13]=[CH:12][C:11]([O:14][CH3:15])=[CH:10][CH:9]=3)[O:6][CH:7]=2)=[CH:24][CH:23]=[C:22]([F:27])[C:18]=1[C:19]([NH2:21])=[O:20]. (4) Given the reactants C[N:2]1[C:6]2[CH:7]=[C:8]([CH2:11][C:12]([O:14]C)=[O:13])[CH:9]=[CH:10][C:5]=2[CH2:4][S:3]1(=[O:17])=[O:16].[OH-].[Na+], predict the reaction product. The product is: [O:16]=[S:3]1(=[O:17])[CH2:4][C:5]2[CH:10]=[CH:9][C:8]([CH2:11][C:12]([OH:14])=[O:13])=[CH:7][C:6]=2[NH:2]1. (5) Given the reactants [C:1]([OH:9])(=O)[C:2]1[CH:7]=[CH:6][CH:5]=[CH:4][CH:3]=1.[Cl:10][C:11]1[N:16]=[CH:15][C:14]([NH2:17])=[C:13](Cl)[N:12]=1, predict the reaction product. The product is: [Cl:10][C:11]1[N:12]=[CH:13][C:14]2[N:17]=[C:1]([C:2]3[CH:3]=[CH:4][CH:5]=[CH:6][CH:7]=3)[O:9][C:15]=2[N:16]=1. (6) The product is: [CH3:9][O:8][C:6]([C:5]1[CH:10]=[CH:11][C:2]([N:18]2[CH2:17][CH2:16][N:15]([C:21]([O:23][C:24]([CH3:27])([CH3:26])[CH3:25])=[O:22])[CH2:20][CH2:19]2)=[C:3]([N+:12]([O-:14])=[O:13])[CH:4]=1)=[O:7]. Given the reactants F[C:2]1[CH:11]=[CH:10][C:5]([C:6]([O:8][CH3:9])=[O:7])=[CH:4][C:3]=1[N+:12]([O-:14])=[O:13].[N:15]1([C:21]([O:23][C:24]([CH3:27])([CH3:26])[CH3:25])=[O:22])[CH2:20][CH2:19][NH:18][CH2:17][CH2:16]1.C(=O)([O-])[O-].[K+].[K+].O, predict the reaction product.